This data is from Forward reaction prediction with 1.9M reactions from USPTO patents (1976-2016). The task is: Predict the product of the given reaction. Given the reactants Br[C:2]1[CH:3]=[CH:4][C:5]([O:8][C:9]2[CH:14]=[CH:13][CH:12]=[CH:11][CH:10]=2)=[N:6][CH:7]=1.C([Li])CCC.CN(C)[CH:22]=[O:23].[BH4-].[Na+], predict the reaction product. The product is: [O:8]([C:5]1[N:6]=[CH:7][C:2]([CH2:22][OH:23])=[CH:3][CH:4]=1)[C:9]1[CH:14]=[CH:13][CH:12]=[CH:11][CH:10]=1.